Dataset: Full USPTO retrosynthesis dataset with 1.9M reactions from patents (1976-2016). Task: Predict the reactants needed to synthesize the given product. Given the product [Br:18][C:19]1[CH:24]=[CH:23][C:22]([CH2:15][C@H:6]([NH:7][C:8]([O:10][C:11]([CH3:14])([CH3:13])[CH3:12])=[O:9])[C:5]([O:4][CH3:3])=[O:17])=[N:21][CH:20]=1, predict the reactants needed to synthesize it. The reactants are: II.[CH3:3][O:4][C:5](=[O:17])[C@H:6]([CH2:15]I)[NH:7][C:8]([O:10][C:11]([CH3:14])([CH3:13])[CH3:12])=[O:9].[Br:18][C:19]1[C:20](Br)=[N:21][CH:22]=[CH:23][CH:24]=1.